This data is from Forward reaction prediction with 1.9M reactions from USPTO patents (1976-2016). The task is: Predict the product of the given reaction. (1) The product is: [N:32]1[CH:33]=[CH:34][N:35]=[CH:36][C:31]=1[NH:30][C:23](=[O:24])[C:22]1[CH:26]=[CH:27][C:19]([C:10]2[C:11]3[C:6](=[CH:5][C:4]([O:3][CH3:2])=[C:13]4[O:14][C:15]([CH3:18])([CH3:17])[CH2:16][C:12]4=3)[CH2:7][C:8]([CH3:28])([CH3:29])[N:9]=2)=[CH:20][CH:21]=1. Given the reactants Cl.[CH3:2][O:3][C:4]1[CH:5]=[C:6]2[C:11](=[C:12]3[CH2:16][C:15]([CH3:18])([CH3:17])[O:14][C:13]=13)[C:10]([C:19]1[CH:27]=[CH:26][C:22]([C:23](Cl)=[O:24])=[CH:21][CH:20]=1)=[N:9][C:8]([CH3:29])([CH3:28])[CH2:7]2.[NH2:30][C:31]1[CH:36]=[N:35][CH:34]=[CH:33][N:32]=1.C(=O)([O-])O.[Na+], predict the reaction product. (2) Given the reactants [NH2:1][CH2:2][C:3]1[N:7]2[C:8]([N:12]3[CH2:17][CH2:16][N:15]([CH3:18])[CH2:14][CH2:13]3)=[CH:9][CH:10]=[CH:11][C:6]2=[N:5][C:4]=1[CH2:19][N:20]([CH3:31])[C@@H:21]1[C:30]2[N:29]=[CH:28][CH:27]=[CH:26][C:25]=2[CH2:24][CH2:23][CH2:22]1.[C:32](Cl)(=[O:35])[CH2:33][CH3:34], predict the reaction product. The product is: [CH3:18][N:15]1[CH2:14][CH2:13][N:12]([C:8]2[N:7]3[C:3]([CH2:2][NH:1][C:32](=[O:35])[CH2:33][CH3:34])=[C:4]([CH2:19][N:20]([CH3:31])[C@@H:21]4[C:30]5[N:29]=[CH:28][CH:27]=[CH:26][C:25]=5[CH2:24][CH2:23][CH2:22]4)[N:5]=[C:6]3[CH:11]=[CH:10][CH:9]=2)[CH2:17][CH2:16]1. (3) Given the reactants COCCO[AlH2-]OCCOC.[Na+].[C:13]1([C:19]2[N:20]=[C:21]([CH2:38][CH2:39][C:40]([N:42]([CH2:44][CH2:45][C@:46]3([OH:60])[CH2:51][C@H:50]4[CH2:52][CH2:53][C@@H:47]3[CH:48]=[C:49]4[C:54]3[CH:59]=[CH:58][CH:57]=[CH:56][CH:55]=3)[CH3:43])=O)[N:22]([CH2:30][O:31][CH2:32][CH2:33][Si:34]([CH3:37])([CH3:36])[CH3:35])[C:23]=2[C:24]2[CH:29]=[CH:28][CH:27]=[CH:26][CH:25]=2)[CH:18]=[CH:17][CH:16]=[CH:15][CH:14]=1.[OH-].[Na+], predict the reaction product. The product is: [C:13]1([C:19]2[N:20]=[C:21]([CH2:38][CH2:39][CH2:40][N:42]([CH3:43])[CH2:44][CH2:45][C:46]3([OH:60])[CH2:51][CH:50]4[CH2:52][CH2:53][CH:47]3[CH:48]=[C:49]4[C:54]3[CH:55]=[CH:56][CH:57]=[CH:58][CH:59]=3)[N:22]([CH2:30][O:31][CH2:32][CH2:33][Si:34]([CH3:37])([CH3:36])[CH3:35])[C:23]=2[C:24]2[CH:29]=[CH:28][CH:27]=[CH:26][CH:25]=2)[CH:18]=[CH:17][CH:16]=[CH:15][CH:14]=1. (4) The product is: [O:8]([C:6]1[CH:5]=[CH:4][C:3]2[CH:15]([CH2:16][N:17]3[N:21]=[CH:20][CH:19]=[N:18]3)[O:22][B:23]([OH:24])[C:2]=2[CH:7]=1)[C:9]1[CH:14]=[CH:13][CH:12]=[CH:11][CH:10]=1. Given the reactants Br[C:2]1[CH:7]=[C:6]([O:8][C:9]2[CH:14]=[CH:13][CH:12]=[CH:11][CH:10]=2)[CH:5]=[CH:4][C:3]=1[CH:15]([OH:22])[CH2:16][N:17]1[N:21]=[CH:20][CH:19]=[N:18]1.[B:23](OC(C)C)(OC(C)C)[O:24]C(C)C.[Li]CCCC, predict the reaction product. (5) The product is: [Cl:28][C:3]1[CH:4]=[C:5]([CH:26]=[CH:27][C:2]=1[NH:1][C:41]([O:43][C:44]1[CH:49]=[CH:48][CH:47]=[CH:46][CH:45]=1)=[O:42])[O:6][C:7]1[C:16]2[C:11](=[CH:12][C:13]([O:21][CH2:22][CH2:23][O:24][CH3:25])=[C:14]([C:17]([O:19][CH3:20])=[O:18])[CH:15]=2)[N:10]=[CH:9][CH:8]=1. Given the reactants [NH2:1][C:2]1[CH:27]=[CH:26][C:5]([O:6][C:7]2[C:16]3[C:11](=[CH:12][C:13]([O:21][CH2:22][CH2:23][O:24][CH3:25])=[C:14]([C:17]([O:19][CH3:20])=[O:18])[CH:15]=3)[N:10]=[CH:9][CH:8]=2)=[CH:4][C:3]=1[Cl:28].N1C=CC=CC=1.O1CCCC1.Cl[C:41]([O:43][C:44]1[CH:49]=[CH:48][CH:47]=[CH:46][CH:45]=1)=[O:42], predict the reaction product.